The task is: Predict the reaction yield, written as a fraction of the theoretical maximum amount of product (1.0 means a 100% yield; for example, 0.34 means a 34% yield).. This data is from Reaction yield outcomes from USPTO patents with 853,638 reactions. (1) The reactants are [Cl:1][C:2]1[CH:7]=[CH:6][C:5]([C:8]2[C:13]([Cl:14])=[CH:12][C:11]([O:15][CH3:16])=[C:10]([C:17]([OH:19])=O)[CH:9]=2)=[CH:4][CH:3]=1.CCN=C=NCCCN(C)C.C1C=CC2N(O)N=NC=2C=1.CCN(CC)CC.[NH:48]1[CH2:53][CH2:52][NH:51][CH2:50][CH:49]1[C:54]#[N:55]. The catalyst is ClCCl. The product is [Cl:1][C:2]1[CH:3]=[CH:4][C:5]([C:8]2[C:13]([Cl:14])=[CH:12][C:11]([O:15][CH3:16])=[C:10]([C:17]([N:51]3[CH2:52][CH2:53][NH:48][CH:49]([C:54]#[N:55])[CH2:50]3)=[O:19])[CH:9]=2)=[CH:6][CH:7]=1. The yield is 0.610. (2) The reactants are [NH2:1][C:2]1[N:3]=[C:4]([CH3:31])[C:5]2=[C:6]([CH2:8][C@H:9]([C:23]3[CH:28]=[CH:27][C:26]([F:29])=[CH:25][C:24]=3Br)[NH:10]/[C:11]/2=[N:12]\[O:13][C@H:14]([CH2:20][CH2:21][OH:22])[C:15]([N:17]([CH3:19])[CH3:18])=[O:16])[N:7]=1.[CH3:32][O:33][C:34]1[N:39]=[C:38](B2OCCN(C3C=CC=CC=3)CCO2)[CH:37]=[CH:36][CH:35]=1.C([O-])([O-])=O.[Na+].[Na+]. The catalyst is C1C=CC(P(C2C=CC=CC=2)[C-]2C=CC=C2)=CC=1.C1C=CC(P(C2C=CC=CC=2)[C-]2C=CC=C2)=CC=1.Cl[Pd]Cl.[Fe+2].CC(N(C)C)=O. The product is [NH2:1][C:2]1[N:3]=[C:4]([CH3:31])[C:5]2=[C:6]([CH2:8][C@H:9]([C:23]3[CH:28]=[CH:27][C:26]([F:29])=[CH:25][C:24]=3[C:38]3[CH:37]=[CH:36][CH:35]=[C:34]([O:33][CH3:32])[N:39]=3)[NH:10]/[C:11]/2=[N:12]\[O:13][C@H:14]([CH2:20][CH2:21][OH:22])[C:15]([N:17]([CH3:19])[CH3:18])=[O:16])[N:7]=1. The yield is 0.439. (3) The reactants are [O:1]=[C:2]1[C:7]([CH2:8][C:9]2[CH:14]=[CH:13][C:12]([C:15]3[C:16]([C:21]#[N:22])=[CH:17][CH:18]=[CH:19][CH:20]=3)=[CH:11][CH:10]=2)=[C:6]([CH2:23][CH2:24][CH3:25])[N:5]2[N:26]=[CH:27][CH:28]=[C:4]2[N:3]1[C@H:29]1[CH2:34][CH2:33][C@H:32]([O:35][CH2:36][C:37](=[O:39])[CH3:38])[CH2:31][CH2:30]1.[CH:40](N(C(C)C)CC)(C)C.FC(F)(F)S(O[Si:55]([C:58]([CH3:61])([CH3:60])[CH3:59])([CH3:57])[CH3:56])(=O)=O.C(=O)([O-])O.[Na+]. The catalyst is C(Cl)Cl.C(OCC)(=O)C. The product is [Si:55]([O:39][C:37]1([CH2:36][O:35][C@H:32]2[CH2:31][CH2:30][C@H:29]([N:3]3[C:2](=[O:1])[C:7]([CH2:8][C:9]4[CH:10]=[CH:11][C:12]([C:15]5[C:16]([C:21]#[N:22])=[CH:17][CH:18]=[CH:19][CH:20]=5)=[CH:13][CH:14]=4)=[C:6]([CH2:23][CH2:24][CH3:25])[N:5]4[N:26]=[CH:27][CH:28]=[C:4]34)[CH2:34][CH2:33]2)[CH2:40][CH2:38]1)([C:58]([CH3:61])([CH3:60])[CH3:59])([CH3:57])[CH3:56]. The yield is 0.680. (4) The reactants are C(O[C:4]([C:6]1[S:7][C:8]([C:18]2[CH:23]=[CH:22][CH:21]=[CH:20][CH:19]=2)=[C:9]([C:11]2[CH:16]=[CH:15][C:14]([Br:17])=[CH:13][CH:12]=2)[N:10]=1)=[O:5])C.[NH2:24][N:25]1[CH2:30][CH2:29][CH2:28][CH2:27][CH2:26]1. No catalyst specified. The product is [N:25]1([NH:24][C:4]([C:6]2[S:7][C:8]([C:18]3[CH:19]=[CH:20][CH:21]=[CH:22][CH:23]=3)=[C:9]([C:11]3[CH:16]=[CH:15][C:14]([Br:17])=[CH:13][CH:12]=3)[N:10]=2)=[O:5])[CH2:30][CH2:29][CH2:28][CH2:27][CH2:26]1. The yield is 0.450. (5) The reactants are [Cl:1][CH2:2]C(CCl)=O.[CH2:7]([O:14][C:15]([NH:17][C@H:18]([C:26]([OH:28])=O)[CH2:19][C:20]1[CH:25]=[CH:24][CH:23]=[CH:22][CH:21]=1)=[O:16])[C:8]1[CH:13]=[CH:12][CH:11]=[CH:10][CH:9]=1.[BH4-].[Na+]. The catalyst is CO.O1CCCC1. The product is [CH2:7]([O:14][C:15]([NH:17][C@@H:18]([CH2:19][C:20]1[CH:21]=[CH:22][CH:23]=[CH:24][CH:25]=1)[C@H:26]([OH:28])[CH2:2][Cl:1])=[O:16])[C:8]1[CH:9]=[CH:10][CH:11]=[CH:12][CH:13]=1. The yield is 0.430. (6) The product is [CH3:1][C:2]1([CH2:14][OH:15])[O:7][C:6]2=[N:8][C:9]([N+:11]([O-:13])=[O:12])=[CH:10][N:5]2[CH2:4][CH2:3]1. The catalyst is CCO.CO. The yield is 0.880. The reactants are [CH3:1][C:2]1([CH2:14][O:15][Si](C(C)C)(C(C)C)C(C)C)[O:7][C:6]2=[N:8][C:9]([N+:11]([O-:13])=[O:12])=[CH:10][N:5]2[CH2:4][CH2:3]1.Cl.C(=O)=O.CC(C)=O.N.C([O-])(O)=O.[Na+]. (7) The reactants are [Br:1][C:2]1[CH:7]=[CH:6][C:5]([F:8])=[CH:4][N:3]=1.C([Li])CCC.CN(C)[C:16](=[O:18])[CH3:17].Cl. The catalyst is C(OCC)C. The product is [Br:1][C:2]1[N:3]=[C:4]([C:16](=[O:18])[CH3:17])[C:5]([F:8])=[CH:6][CH:7]=1. The yield is 0.340. (8) The reactants are Br[C:2]1[CH:3]=[C:4]([C:8]2([C:19]3[CH:20]=[N:21][C:22]([O:29][CH3:30])=[C:23]([C:25]([F:28])([F:27])[F:26])[CH:24]=3)[C:16]3[C:11](=[C:12]([F:17])[CH:13]=[CH:14][CH:15]=3)[C:10]([NH2:18])=[N:9]2)[CH:5]=[CH:6][CH:7]=1.[N:31]1[CH:36]=[C:35](B(O)O)[CH:34]=[N:33][CH:32]=1. No catalyst specified. The product is [F:17][C:12]1[CH:13]=[CH:14][CH:15]=[C:16]2[C:11]=1[C:10]([NH2:18])=[N:9][C:8]2([C:19]1[CH:20]=[N:21][C:22]([O:29][CH3:30])=[C:23]([C:25]([F:27])([F:26])[F:28])[CH:24]=1)[C:4]1[CH:5]=[CH:6][CH:7]=[C:2]([C:35]2[CH:36]=[N:31][CH:32]=[N:33][CH:34]=2)[CH:3]=1. The yield is 0.790. (9) The reactants are CO[C:3](=[O:25])[C:4]1[CH:9]=[CH:8][C:7]([O:10][CH2:11][C:12]2[C:13]([C:18]3[CH:23]=[CH:22][CH:21]=[CH:20][C:19]=3[F:24])=[N:14][O:15][C:16]=2[CH3:17])=[N:6][CH:5]=1.[NH2:26][CH:27]1[CH2:32][CH2:31][O:30][CH2:29][CH2:28]1. No catalyst specified. The product is [F:24][C:19]1[CH:20]=[CH:21][CH:22]=[CH:23][C:18]=1[C:13]1[C:12]([CH2:11][O:10][C:7]2[CH:8]=[CH:9][C:4]([C:3]([NH:26][CH:27]3[CH2:32][CH2:31][O:30][CH2:29][CH2:28]3)=[O:25])=[CH:5][N:6]=2)=[C:16]([CH3:17])[O:15][N:14]=1. The yield is 0.920.